This data is from Full USPTO retrosynthesis dataset with 1.9M reactions from patents (1976-2016). The task is: Predict the reactants needed to synthesize the given product. Given the product [C:12]([NH:1][C:2]1[CH:3]=[C:4]2[C:8](=[CH:9][CH:10]=1)[NH:7][N:6]=[CH:5]2)(=[O:13])[CH3:11], predict the reactants needed to synthesize it. The reactants are: [NH2:1][C:2]1[CH:3]=[C:4]2[C:8](=[CH:9][CH:10]=1)[NH:7][N:6]=[CH:5]2.[CH3:11][C:12](OC(C)=O)=[O:13].